From a dataset of Reaction yield outcomes from USPTO patents with 853,638 reactions. Predict the reaction yield, written as a fraction of the theoretical maximum amount of product (1.0 means a 100% yield; for example, 0.34 means a 34% yield). (1) The yield is 0.830. The product is [N:22]1([CH:12]=[C:8]([C:7]([N:1]2[CH2:6][CH2:5][O:4][CH2:3][CH2:2]2)=[S:11])[C:9]#[N:10])[CH2:27][CH2:26][O:25][CH2:24][CH2:23]1. No catalyst specified. The reactants are [N:1]1([C:7](=[S:11])[CH2:8][C:9]#[N:10])[CH2:6][CH2:5][O:4][CH2:3][CH2:2]1.[CH2:12](OC(OCC)OCC)C.[NH:22]1[CH2:27][CH2:26][O:25][CH2:24][CH2:23]1. (2) The yield is 0.111. The reactants are [F:1][C:2]1[CH:7]=[CH:6][C:5]([C:8]2[CH:17]=[C:16]3[C:11]([CH2:12][CH2:13][NH:14][C:15]3=[O:18])=[CH:10][CH:9]=2)=[CH:4][CH:3]=1.I[C:20]1[CH:21]=[N:22][CH:23]=[CH:24][C:25]=1[CH3:26].P([O-])([O-])([O-])=O.[K+].[K+].[K+]. The catalyst is [Cu](I)I.O1CCOCC1. The product is [F:1][C:2]1[CH:3]=[CH:4][C:5]([C:8]2[CH:17]=[C:16]3[C:11]([CH2:12][CH2:13][N:14]([C:20]4[CH:21]=[N:22][CH:23]=[CH:24][C:25]=4[CH3:26])[C:15]3=[O:18])=[CH:10][CH:9]=2)=[CH:6][CH:7]=1. (3) The reactants are [Cl:1][CH2:2][CH2:3][CH2:4][O:5][C:6]1[CH:11]=[CH:10][C:9]([C:12]2[S:13][C:14]3[CH:19]=[CH:18][N+:17]([CH3:20])=[CH:16][C:15]=3[N:21]=2)=[CH:8][CH:7]=1.[BH4-].[Na+]. The catalyst is CO. The product is [Cl:1][CH2:2][CH2:3][CH2:4][O:5][C:6]1[CH:11]=[CH:10][C:9]([C:12]2[S:13][C:14]3[CH2:19][CH2:18][N:17]([CH3:20])[CH2:16][C:15]=3[N:21]=2)=[CH:8][CH:7]=1. The yield is 0.260. (4) The reactants are [C:1]([O:5][C:6]([NH:8][C:9]1([C:24]([OH:26])=O)[CH2:14][CH2:13][N:12]([C:15]2[C:16]3[CH:23]=[CH:22][NH:21][C:17]=3[N:18]=[CH:19][N:20]=2)[CH2:11][CH2:10]1)=[O:7])([CH3:4])([CH3:3])[CH3:2].C(N(CC)C(C)C)(C)C.[NH2:36][CH:37]([C:42]1[CH:47]=[CH:46][C:45]([Cl:48])=[CH:44][CH:43]=1)[CH2:38][C:39]([NH2:41])=[O:40]. The catalyst is CN(C=O)C. The product is [NH2:41][C:39](=[O:40])[CH2:38][CH:37]([NH:36][C:24]([C:9]1([NH:8][C:6](=[O:7])[O:5][C:1]([CH3:3])([CH3:4])[CH3:2])[CH2:10][CH2:11][N:12]([C:15]2[C:16]3[CH:23]=[CH:22][NH:21][C:17]=3[N:18]=[CH:19][N:20]=2)[CH2:13][CH2:14]1)=[O:26])[C:42]1[CH:47]=[CH:46][C:45]([Cl:48])=[CH:44][CH:43]=1. The yield is 1.00. (5) The reactants are C([O:8][C:9]1[N:17]=[C:16]([O:18]CC2C=CC=CC=2)[C:15]([F:26])=[CH:14][C:10]=1[C:11]([OH:13])=[O:12])C1C=CC=CC=1. The catalyst is O1CCOCC1.[OH-].[Pd+2].[OH-]. The product is [OH:8][C:9]1[N:17]=[C:16]([OH:18])[C:15]([F:26])=[CH:14][C:10]=1[C:11]([OH:13])=[O:12]. The yield is 0.880.